This data is from Full USPTO retrosynthesis dataset with 1.9M reactions from patents (1976-2016). The task is: Predict the reactants needed to synthesize the given product. (1) Given the product [CH3:1][O:2][C:3](=[O:15])[CH2:4][CH2:5][CH2:6][C:7]1[S:8][C:9]([NH2:12])=[CH:10][CH:11]=1, predict the reactants needed to synthesize it. The reactants are: [CH3:1][O:2][C:3](=[O:15])[CH2:4][CH2:5][CH2:6][C:7]1[S:8][C:9]([N+:12]([O-])=O)=[CH:10][CH:11]=1. (2) The reactants are: [F:1][C:2]1[CH:3]=[C:4]([CH:25]=[CH:26][CH:27]=1)[O:5][CH2:6][C:7]1[CH:16]=[CH:15][C:14]2[C:13](=[O:17])[N:12]([C:18]3[CH:23]=[CH:22][C:21]([F:24])=[CH:20]C=3)[CH2:11][CH2:10][C:9]=2[N:8]=1.FC1C=C(C=CC=1)OCC1C=CC2C(=O)NCCC=2[N:35]=1.BrC1C=CC(F)=CN=1. Given the product [F:1][C:2]1[CH:3]=[C:4]([CH:25]=[CH:26][CH:27]=1)[O:5][CH2:6][C:7]1[CH:16]=[CH:15][C:14]2[C:13](=[O:17])[N:12]([C:18]3[CH:23]=[CH:22][C:21]([F:24])=[CH:20][N:35]=3)[CH2:11][CH2:10][C:9]=2[N:8]=1, predict the reactants needed to synthesize it. (3) Given the product [N+:2]([C:5]1[CH:6]=[CH:7][C:8]([C:9]2[NH:11][C:21]([C:23]3[CH:24]=[C:25]([CH:28]=[CH:29][CH:30]=3)[C:26]#[N:27])=[CH:20][N:10]=2)=[CH:12][CH:13]=1)([O-:4])=[O:3], predict the reactants needed to synthesize it. The reactants are: Cl.[N+:2]([C:5]1[CH:13]=[CH:12][C:8]([C:9]([NH2:11])=[NH:10])=[CH:7][CH:6]=1)([O-:4])=[O:3].C([O-])(O)=O.[Na+].Br[CH2:20][C:21]([C:23]1[CH:24]=[C:25]([CH:28]=[CH:29][CH:30]=1)[C:26]#[N:27])=O.